The task is: Regression. Given a peptide amino acid sequence and an MHC pseudo amino acid sequence, predict their binding affinity value. This is MHC class II binding data.. This data is from Peptide-MHC class II binding affinity with 134,281 pairs from IEDB. The peptide sequence is DVINAPIKEFKAK. The MHC is DRB5_0101 with pseudo-sequence DRB5_0101. The binding affinity (normalized) is 0.0774.